Dataset: Forward reaction prediction with 1.9M reactions from USPTO patents (1976-2016). Task: Predict the product of the given reaction. (1) Given the reactants [CH:1]([C:3]1[C:4]([N:9]2[C:13]([CH3:14])=[C:12]([C:15]([N:17]([CH3:24])[C:18]3[CH:19]=[N:20][CH:21]=[CH:22][CH:23]=3)=[O:16])[CH:11]=[N:10]2)=[N:5][CH:6]=[CH:7][CH:8]=1)=[CH2:2], predict the reaction product. The product is: [CH2:1]([C:3]1[C:4]([N:9]2[C:13]([CH3:14])=[C:12]([C:15]([N:17]([CH3:24])[C:18]3[CH:19]=[N:20][CH:21]=[CH:22][CH:23]=3)=[O:16])[CH:11]=[N:10]2)=[N:5][CH:6]=[CH:7][CH:8]=1)[CH3:2]. (2) Given the reactants [NH2:1][CH2:2][C:3](=[CH2:27])[C:4]([NH:6][C:7]1[CH:8]=[C:9]([C:13]2[C:14]3[C:21]([C:22]([O:24][CH2:25][CH3:26])=[O:23])=[CH:20][NH:19][C:15]=3[N:16]=[CH:17][N:18]=2)[CH:10]=[CH:11][CH:12]=1)=[O:5].C(N(CC)CC)C.[CH3:35][S:36](Cl)(=[O:38])=[O:37], predict the reaction product. The product is: [CH3:35][S:36]([NH:1][CH2:2][C:3](=[CH2:27])[C:4]([NH:6][C:7]1[CH:8]=[C:9]([C:13]2[C:14]3[C:21]([C:22]([O:24][CH2:25][CH3:26])=[O:23])=[CH:20][NH:19][C:15]=3[N:16]=[CH:17][N:18]=2)[CH:10]=[CH:11][CH:12]=1)=[O:5])(=[O:38])=[O:37].